This data is from Full USPTO retrosynthesis dataset with 1.9M reactions from patents (1976-2016). The task is: Predict the reactants needed to synthesize the given product. (1) Given the product [CH3:1][S:2]([C:3]1[N:8]=[C:7]([NH:9][CH3:10])[C:6]([N+:11]([O-:13])=[O:12])=[C:5]([N:14]([CH3:16])[CH3:15])[N:4]=1)=[O:25], predict the reactants needed to synthesize it. The reactants are: [CH3:1][S:2][C:3]1[N:8]=[C:7]([NH:9][CH3:10])[C:6]([N+:11]([O-:13])=[O:12])=[C:5]([N:14]([CH3:16])[CH3:15])[N:4]=1.ClC1C=CC=C(C(OO)=[O:25])C=1. (2) Given the product [Br:1][C:2]1[CH:3]=[CH:4][C:5]([O:10][CH2:11][CH3:12])=[C:6]([CH:9]=1)[CH:7]=[O:8], predict the reactants needed to synthesize it. The reactants are: [Br:1][C:2]1[CH:3]=[CH:4][C:5]([OH:10])=[C:6]([CH:9]=1)[CH:7]=[O:8].[CH2:11](Br)[CH3:12].C(=O)([O-])[O-].[K+].[K+]. (3) Given the product [O:23]=[C:7]1[N:6]([C:24]2[CH:29]=[CH:28][CH:27]=[CH:26][CH:25]=2)[CH:5]([C:3]([OH:4])=[O:2])[CH2:9][N:8]1[S:10]([C:13]1[CH:18]=[CH:17][CH:16]=[CH:15][C:14]=1[C:19]([F:21])([F:22])[F:20])(=[O:12])=[O:11], predict the reactants needed to synthesize it. The reactants are: C[O:2][C:3]([CH:5]1[CH2:9][N:8]([S:10]([C:13]2[CH:18]=[CH:17][CH:16]=[CH:15][C:14]=2[C:19]([F:22])([F:21])[F:20])(=[O:12])=[O:11])[C:7](=[O:23])[N:6]1[C:24]1[CH:29]=[CH:28][CH:27]=[CH:26][CH:25]=1)=[O:4].[OH-].[Na+]. (4) Given the product [NH2:1][C:2]1[C:3]2[C:10]([C:11]([C:13]3[CH:14]=[CH:15][C:16]([O:31][CH3:32])=[C:17]([NH:19][C:20]([NH:22][C:23]4[CH:28]=[CH:27][C:26]([Cl:29])=[CH:25][C:24]=4[Cl:30])=[O:21])[CH:18]=3)=[O:12])=[CH:9][N:8]([CH:33]([CH3:35])[CH3:34])[C:4]=2[N:5]=[CH:6][N:7]=1.[S:42]([C:36]1[CH:41]=[CH:40][CH:39]=[CH:38][CH:37]=1)([O-:45])(=[O:44])=[O:43], predict the reactants needed to synthesize it. The reactants are: [NH2:1][C:2]1[C:3]2[C:10]([C:11]([C:13]3[CH:14]=[CH:15][C:16]([O:31][CH3:32])=[C:17]([NH:19][C:20]([NH:22][C:23]4[CH:28]=[CH:27][C:26]([Cl:29])=[CH:25][C:24]=4[Cl:30])=[O:21])[CH:18]=3)=[O:12])=[CH:9][N:8]([CH:33]([CH3:35])[CH3:34])[C:4]=2[N:5]=[CH:6][N:7]=1.[C:36]1([S:42]([OH:45])(=[O:44])=[O:43])[CH:41]=[CH:40][CH:39]=[CH:38][CH:37]=1. (5) Given the product [Br:1][C:2]1[CH:3]=[C:4]([C:10]([O:12][CH3:17])=[O:11])[C:5]([S:8][CH3:9])=[N:6][CH:7]=1, predict the reactants needed to synthesize it. The reactants are: [Br:1][C:2]1[CH:3]=[C:4]([C:10]([OH:12])=[O:11])[C:5]([S:8][CH3:9])=[N:6][CH:7]=1.S(Cl)(Cl)=O.[CH3:17]O.